This data is from Full USPTO retrosynthesis dataset with 1.9M reactions from patents (1976-2016). The task is: Predict the reactants needed to synthesize the given product. (1) Given the product [Br:13][C:14]1[CH:15]=[CH:16][C:17]([CH2:20][NH:21][C:22]([NH:12][C:9]2[CH:8]=[CH:7][CH:6]=[C:5]3[C:10]=2[CH:11]=[C:2]([CH3:1])[N:3]=[CH:4]3)=[O:23])=[CH:18][CH:19]=1, predict the reactants needed to synthesize it. The reactants are: [CH3:1][C:2]1[N:3]=[CH:4][C:5]2[CH:6]=[CH:7][CH:8]=[C:9]([NH2:12])[C:10]=2[CH:11]=1.[Br:13][C:14]1[CH:19]=[CH:18][C:17]([CH2:20][N:21]=[C:22]=[O:23])=[CH:16][CH:15]=1. (2) Given the product [C:29]([C:28]1[CH:31]=[CH:32][C:25]([N:24]([N:33]2[CH:37]=[N:36][N:35]=[CH:34]2)[CH2:23][CH2:22][CH2:21][S:20][C:17]2[CH:18]=[CH:19][C:14]([O:13][S:1](=[O:4])(=[O:3])[NH2:2])=[CH:15][CH:16]=2)=[CH:26][CH:27]=1)#[N:30], predict the reactants needed to synthesize it. The reactants are: [S:1](Cl)(=[O:4])(=[O:3])[NH2:2].C1(C)C=CC=CC=1.[OH:13][C:14]1[CH:19]=[CH:18][C:17]([S:20][CH2:21][CH2:22][CH2:23][N:24]([N:33]2[CH:37]=[N:36][N:35]=[CH:34]2)[C:25]2[CH:32]=[CH:31][C:28]([C:29]#[N:30])=[CH:27][CH:26]=2)=[CH:16][CH:15]=1. (3) Given the product [CH3:10][C:8]1[N:9]=[C:5]([NH:4][C:1](=[O:3])[CH3:2])[S:6][C:7]=1[C:11]1[S:15][C:14]([S:16]([N:28]([CH3:27])[CH2:29][CH2:30][NH:31][CH3:32])(=[O:18])=[O:17])=[CH:13][CH:12]=1, predict the reactants needed to synthesize it. The reactants are: [C:1]([NH:4][C:5]1[S:6][C:7]([C:11]2[S:15][C:14]([S:16](Cl)(=[O:18])=[O:17])=[CH:13][CH:12]=2)=[C:8]([CH3:10])[N:9]=1)(=[O:3])[CH3:2].C(N(CC)CC)C.[CH3:27][NH:28][CH2:29][CH2:30][NH:31][CH3:32]. (4) Given the product [F:20][C:16]1[CH:15]=[C:14]([N:10]2[C:11]([I:13])=[CH:12][C:8]([NH2:3])=[N:9]2)[CH:19]=[CH:18][CH:17]=1, predict the reactants needed to synthesize it. The reactants are: CC1[N:3]([C:8]2[CH:12]=[C:11]([I:13])[N:10]([C:14]3[CH:19]=[CH:18][CH:17]=[C:16]([F:20])[CH:15]=3)[N:9]=2)C(C)=CC=1.[Cl-].O[NH3+].C(N(CC)CC)C.